Dataset: Reaction yield outcomes from USPTO patents with 853,638 reactions. Task: Predict the reaction yield, written as a fraction of the theoretical maximum amount of product (1.0 means a 100% yield; for example, 0.34 means a 34% yield). The reactants are Br[C:2]1[C:11]([F:12])=[CH:10][C:9]2[N:8]=[CH:7][C:6]3[N:13]=[C:14]([CH3:30])[N:15]([CH:16]4[CH2:21][CH2:20][N:19]([C:22]([O:24][C:25]([CH3:28])([CH3:27])[CH3:26])=[O:23])[CH2:18][CH:17]4[F:29])[C:5]=3[C:4]=2[CH:3]=1.[Cl:31][C:32]1[CH:33]=[C:34]([CH:42]=[CH:43][C:44]=1B1OC(C)(C)C(C)(C)O1)[O:35][C:36]1[N:41]=[CH:40][CH:39]=[CH:38][N:37]=1.C([O-])([O-])=O.[Na+].[Na+].CO.C(Cl)Cl. The catalyst is C1(C)C=CC=CC=1.C(O)C.C1C=CC([P]([Pd]([P](C2C=CC=CC=2)(C2C=CC=CC=2)C2C=CC=CC=2)([P](C2C=CC=CC=2)(C2C=CC=CC=2)C2C=CC=CC=2)[P](C2C=CC=CC=2)(C2C=CC=CC=2)C2C=CC=CC=2)(C2C=CC=CC=2)C2C=CC=CC=2)=CC=1. The product is [Cl:31][C:32]1[CH:33]=[C:34]([O:35][C:36]2[N:37]=[CH:38][CH:39]=[CH:40][N:41]=2)[CH:42]=[CH:43][C:44]=1[C:2]1[C:11]([F:12])=[CH:10][C:9]2[N:8]=[CH:7][C:6]3[N:13]=[C:14]([CH3:30])[N:15]([C@H:16]4[CH2:21][CH2:20][N:19]([C:22]([O:24][C:25]([CH3:27])([CH3:28])[CH3:26])=[O:23])[CH2:18][C@@H:17]4[F:29])[C:5]=3[C:4]=2[CH:3]=1. The yield is 0.950.